This data is from Forward reaction prediction with 1.9M reactions from USPTO patents (1976-2016). The task is: Predict the product of the given reaction. (1) Given the reactants [F:1][C:2]([F:7])([F:6])[C:3]([OH:5])=[O:4].[F:8][C:9]([F:14])([F:13])[C:10]([OH:12])=[O:11].[F:15][C:16]([F:21])([F:20])[C:17]([OH:19])=[O:18].[Cl:22][C:23]1[CH:24]=[N:25][C:26]2[NH:27][C:28]3[CH:29]=[N:30][CH:31]=[C:32]([CH:53]=3)[CH2:33][CH2:34][C:35]3[CH:43]=[C:39]([NH:40][C:41]=1[N:42]=2)[CH:38]=[CH:37][C:36]=3[O:44][CH2:45][CH2:46][CH:47]1[CH2:52][CH2:51][NH:50][CH2:49][CH2:48]1.[Cl:54][C:55]1[N:63]=[CH:62][CH:61]=[CH:60][C:56]=1[C:57](Cl)=[O:58], predict the reaction product. The product is: [F:1][C:2]([F:7])([F:6])[C:3]([OH:5])=[O:4].[F:8][C:9]([F:14])([F:13])[C:10]([OH:12])=[O:11].[F:15][C:16]([F:21])([F:20])[C:17]([OH:19])=[O:18].[Cl:22][C:23]1[CH:24]=[N:25][C:26]2[NH:27][C:28]3[CH:29]=[N:30][CH:31]=[C:32]([CH:53]=3)[CH2:33][CH2:34][C:35]3[CH:43]=[C:39]([NH:40][C:41]=1[N:42]=2)[CH:38]=[CH:37][C:36]=3[O:44][CH2:45][CH2:46][CH:47]1[CH2:48][CH2:49][N:50]([C:57]([C:56]2[C:55]([Cl:54])=[N:63][CH:62]=[CH:61][CH:60]=2)=[O:58])[CH2:51][CH2:52]1. (2) Given the reactants [Si:1]([O:8][C@@H:9]1[CH:14]=[C:13]([C:15]2[CH:20]=[CH:19][N:18]=[CH:17][C:16]=2[N+:21]([O-:23])=[O:22])[CH2:12][C@H:11]([CH3:24])[C@@:10]1([CH2:26][OH:27])[OH:25])([C:4]([CH3:7])([CH3:6])[CH3:5])([CH3:3])[CH3:2].N1C=CC=CC=1.[C:34](Cl)(=[O:36])[CH3:35], predict the reaction product. The product is: [C:34]([O:27][CH2:26][C@@:10]1([OH:25])[C@@H:11]([CH3:24])[CH2:12][C:13]([C:15]2[CH:20]=[CH:19][N:18]=[CH:17][C:16]=2[N+:21]([O-:23])=[O:22])=[CH:14][C@H:9]1[O:8][Si:1]([C:4]([CH3:6])([CH3:5])[CH3:7])([CH3:3])[CH3:2])(=[O:36])[CH3:35]. (3) Given the reactants [F:1][C:2]([F:23])([F:22])[C:3]1[CH:4]=[C:5]([CH:19]=[CH:20][CH:21]=1)[C:6]([NH:8][C:9]1[CH:10]=[CH:11][C:12]([Cl:18])=[C:13]([CH:17]=1)[C:14]([OH:16])=O)=[O:7].ClC1N=C(OC)N=C(OC)N=1.CN1CCOCC1.[C:42]([O:46][C:47]([N:49]1[CH2:54][CH2:53][CH:52]([S:55]([C:58]2[CH:63]=[CH:62][C:61]([NH:64][C:65]3[N:70]=[CH:69][C:68]([NH2:71])=[CH:67][N:66]=3)=[CH:60][CH:59]=2)(=[O:57])=[O:56])[CH2:51][CH2:50]1)=[O:48])([CH3:45])([CH3:44])[CH3:43], predict the reaction product. The product is: [C:42]([O:46][C:47]([N:49]1[CH2:50][CH2:51][CH:52]([S:55]([C:58]2[CH:59]=[CH:60][C:61]([NH:64][C:65]3[N:70]=[CH:69][C:68]([NH:71][C:14](=[O:16])[C:13]4[CH:17]=[C:9]([NH:8][C:6](=[O:7])[C:5]5[CH:19]=[CH:20][CH:21]=[C:3]([C:2]([F:23])([F:22])[F:1])[CH:4]=5)[CH:10]=[CH:11][C:12]=4[Cl:18])=[CH:67][N:66]=3)=[CH:62][CH:63]=2)(=[O:56])=[O:57])[CH2:53][CH2:54]1)=[O:48])([CH3:45])([CH3:43])[CH3:44]. (4) Given the reactants CC1CCCO1.Cl.[NH2:8][C:9]1[CH:14]=[CH:13][C:12]([N:15]2[CH:19]3[CH2:20][CH2:21][CH:16]2[CH2:17][CH2:18]3)=[CH:11][C:10]=1[C:22]([F:25])([F:24])[F:23].[O:26]=[C:27]1[C:36]2[C:31](=[CH:32][CH:33]=[CH:34][C:35]=2[C:37]([F:40])([F:39])[F:38])[NH:30][CH:29]=[C:28]1[C:41](O)=[O:42].C(P1(=O)OP(CCC)(=O)OP(CCC)(=O)O1)CC.N1C=CC=CC=1, predict the reaction product. The product is: [CH:16]12[N:15]([C:12]3[CH:13]=[CH:14][C:9]([NH:8][C:41]([C:28]4[C:27](=[O:26])[C:36]5[C:31](=[CH:32][CH:33]=[CH:34][C:35]=5[C:37]([F:40])([F:38])[F:39])[NH:30][CH:29]=4)=[O:42])=[C:10]([C:22]([F:25])([F:23])[F:24])[CH:11]=3)[CH:19]([CH2:18][CH2:17]1)[CH2:20][CH2:21]2. (5) Given the reactants [C:1]([C:4]1[CH:12]=[CH:11][C:7]([C:8]([OH:10])=[O:9])=[CH:6][CH:5]=1)(=[O:3])[CH3:2].Cl.[CH3:14]O, predict the reaction product. The product is: [C:1]([C:4]1[CH:12]=[CH:11][C:7]([C:8]([O:10][CH3:14])=[O:9])=[CH:6][CH:5]=1)(=[O:3])[CH3:2]. (6) Given the reactants [C:1]([O:5][C:6]([N:8]1[CH2:13][CH2:12][C:11]2[N:14]=[CH:15][S:16][C:10]=2[CH2:9]1)=[O:7])([CH3:4])([CH3:3])[CH3:2].[C:17](=[O:19])=[O:18].[OH-].[Na+].C(OCC)C, predict the reaction product. The product is: [C:1]([O:5][C:6]([N:8]1[CH2:13][CH2:12][C:11]2[N:14]=[C:15]([C:17]([OH:19])=[O:18])[S:16][C:10]=2[CH2:9]1)=[O:7])([CH3:4])([CH3:2])[CH3:3]. (7) Given the reactants [C:1]([O:5][C:6]([NH:8][CH2:9][CH2:10][NH2:11])=[O:7])([CH3:4])([CH3:3])[CH3:2].C1(C)C=CC(S(O[CH2:22][CH2:23][N:24]=[N+:25]=[N-:26])(=O)=O)=CC=1.C(=O)([O-])[O-].[K+].[K+], predict the reaction product. The product is: [C:1]([O:5][C:6]([NH:8][CH2:9][CH2:10][N:11]([CH2:22][CH2:23][N:24]=[N+:25]=[N-:26])[CH2:22][CH2:23][N:24]=[N+:25]=[N-:26])=[O:7])([CH3:4])([CH3:3])[CH3:2]. (8) Given the reactants [C:1]([O:5][C:6]([N:8]1[CH2:13][CH2:12][CH:11]([CH2:14][OH:15])[CH2:10][CH2:9]1)=[O:7])([CH3:4])([CH3:3])[CH3:2].[Br:16][C:17]1[CH:18]=[C:19](O)[CH:20]=[CH:21][CH:22]=1, predict the reaction product. The product is: [C:1]([O:5][C:6]([N:8]1[CH2:13][CH2:12][CH:11]([CH2:14][O:15][C:21]2[CH:20]=[CH:19][CH:18]=[C:17]([Br:16])[CH:22]=2)[CH2:10][CH2:9]1)=[O:7])([CH3:4])([CH3:3])[CH3:2].